Dataset: Tox21: 12 toxicity assays (nuclear receptors and stress response pathways). Task: Binary classification across 12 toxicity assays. (1) It tested positive (active) for: SR-ARE (Antioxidant Response Element (oxidative stress)). The molecule is CCCC[Sn](Cl)(Cl)Cl. (2) The molecule is Nc1cccc(N)c1. It tested positive (active) for: NR-AhR (Aryl hydrocarbon Receptor agonist activity), and SR-MMP (Mitochondrial Membrane Potential disruption). (3) The molecule is Clc1cccc(C(Cl)(Cl)Cl)n1. It tested positive (active) for: NR-AhR (Aryl hydrocarbon Receptor agonist activity). (4) The compound is Nc1c(CC(=O)[O-])cccc1C(=O)c1ccccc1. It tested positive (active) for: NR-ER (Estrogen Receptor agonist activity), and NR-PPAR-gamma (PPAR-gamma nuclear receptor agonist). (5) The compound is COC(=O)c1ccc(CBr)cc1. It tested positive (active) for: NR-AhR (Aryl hydrocarbon Receptor agonist activity), NR-ER (Estrogen Receptor agonist activity), and SR-ATAD5 (ATAD5 genotoxicity (DNA damage)).